From a dataset of Reaction yield outcomes from USPTO patents with 853,638 reactions. Predict the reaction yield, written as a fraction of the theoretical maximum amount of product (1.0 means a 100% yield; for example, 0.34 means a 34% yield). (1) The reactants are I[C:2]1[CH:7]=[CH:6][C:5]([N+:8]([O-:10])=[O:9])=[CH:4][CH:3]=1.[CH:11]([C:13]1[CH:18]=[CH:17][N:16]=[CH:15][CH:14]=1)=[CH2:12]. The catalyst is CC([O-])=O.CC([O-])=O.[Pd+2].CC#N. The yield is 0.370. The product is [N+:8]([C:5]1[CH:6]=[CH:7][C:2]([CH:12]=[CH:11][C:13]2[CH:18]=[CH:17][N:16]=[CH:15][CH:14]=2)=[CH:3][CH:4]=1)([O-:10])=[O:9]. (2) The reactants are [F:1][C:2]1[C:31]([F:32])=[CH:30][CH:29]=[CH:28][C:3]=1[O:4][C:5]1[CH:10]=[CH:9][C:8]([C:11]2[C:19]3[C:14](=[N:15][CH:16]=[N:17][C:18]=3[NH2:20])[N:13]([CH2:21][C@@H:22]3[CH2:26][CH2:25][CH2:24][NH:23]3)[N:12]=2)=[C:7]([F:27])[CH:6]=1.[C:33]([CH2:35][C:36](O)=[O:37])#[N:34].CN(C(ON1N=NC2C=CC=NC1=2)=[N+](C)C)C.F[P-](F)(F)(F)(F)F. The catalyst is C(Cl)Cl.O. The product is [NH2:20][C:18]1[N:17]=[CH:16][N:15]=[C:14]2[N:13]([CH2:21][C@@H:22]3[CH2:26][CH2:25][CH2:24][N:23]3[C:36](=[O:37])[CH2:35][C:33]#[N:34])[N:12]=[C:11]([C:8]3[CH:9]=[CH:10][C:5]([O:4][C:3]4[CH:28]=[CH:29][CH:30]=[C:31]([F:32])[C:2]=4[F:1])=[CH:6][C:7]=3[F:27])[C:19]=12. The yield is 0.690. (3) The reactants are [Br:1][C:2]1[CH:3]=[C:4]([NH:8][C:9]2[C:14]([NH2:15])=[CH:13][CH:12]=[CH:11][N:10]=2)[CH:5]=[CH:6][CH:7]=1.[N+:16]([O-])([O-])=O.[Na+]. The catalyst is C(O)(=O)C.O.C(Cl)Cl. The product is [Br:1][C:2]1[CH:3]=[C:4]([N:8]2[C:9]3=[N:10][CH:11]=[CH:12][CH:13]=[C:14]3[N:15]=[N:16]2)[CH:5]=[CH:6][CH:7]=1. The yield is 0.730. (4) The reactants are [OH:1][C:2]1[CH:10]=[C:9]([OH:11])[C:8]([Br:12])=[CH:7][C:3]=1[C:4]([OH:6])=[O:5].C(=O)([O-])[O-].[K+].[K+].[CH2:19](Br)[C:20]1[CH:25]=[CH:24][CH:23]=[CH:22][CH:21]=1.[OH-].[K+].Cl. The catalyst is CN(C=O)C.O.CO. The product is [CH2:19]([O:1][C:2]1[CH:10]=[C:9]([O:11][CH2:4][C:3]2[CH:7]=[CH:8][CH:9]=[CH:10][CH:2]=2)[C:8]([Br:12])=[CH:7][C:3]=1[C:4]([OH:6])=[O:5])[C:20]1[CH:25]=[CH:24][CH:23]=[CH:22][CH:21]=1. The yield is 0.560. (5) The product is [Br:1][C:2]1[CH:13]=[C:12]([CH3:14])[CH:11]=[C:10]([CH3:15])[C:3]=1[O:4][CH2:5][C:6]([NH:16][NH2:17])=[O:7]. The catalyst is CCO. The reactants are [Br:1][C:2]1[CH:13]=[C:12]([CH3:14])[CH:11]=[C:10]([CH3:15])[C:3]=1[O:4][CH2:5][C:6](OC)=[O:7].[NH2:16][NH2:17]. The yield is 0.930. (6) The reactants are [CH3:1][C:2]1[CH:7]=[CH:6][C:5]([S:8]([O:11][CH2:12][CH:13]2[CH2:17][C:16]3[CH:18]=[CH:19][CH:20]=[C:21](Br)[C:15]=3[O:14]2)(=[O:10])=[O:9])=[CH:4][CH:3]=1.[CH3:23][O:24][C:25]1[CH:30]=[CH:29][CH:28]=[CH:27][C:26]=1B(O)O.C(=O)([O-])[O-].[K+].[K+].CC1C=CC(S(OCC2CC3C(C4C=CC=CC=4)=CC=CC=3O2)(=O)=O)=CC=1. The catalyst is CC1C=CC=CC=1[P](C1C=CC=CC=1C)([Pd](Cl)(Cl)[P](C1=C(C)C=CC=C1)(C1C=CC=CC=1C)C1C=CC=CC=1C)C1C=CC=CC=1C. The product is [CH3:1][C:2]1[CH:7]=[CH:6][C:5]([S:8]([O:11][CH2:12][CH:13]2[CH2:17][C:16]3[CH:18]=[CH:19][CH:20]=[C:21]([C:26]4[CH:27]=[CH:28][CH:29]=[CH:30][C:25]=4[O:24][CH3:23])[C:15]=3[O:14]2)(=[O:10])=[O:9])=[CH:4][CH:3]=1. The yield is 0.740. (7) The reactants are [Cl:1][C:2]1[N:7]=[C:6]([CH:8]2[CH2:10][CH2:9]2)[C:5]([I:11])=[C:4]([CH2:12][NH:13][C:14]([C@H:16]2[N:20](C(OC(C)(C)C)=O)[C@@H:19]([CH3:28])[C@H:18]([F:29])[CH2:17]2)=[O:15])[CH:3]=1. The catalyst is Cl. The product is [ClH:1].[Cl:1][C:2]1[N:7]=[C:6]([CH:8]2[CH2:10][CH2:9]2)[C:5]([I:11])=[C:4]([CH2:12][NH:13][C:14]([C@@H:16]2[CH2:17][C@@H:18]([F:29])[C@H:19]([CH3:28])[NH:20]2)=[O:15])[CH:3]=1. The yield is 0.830. (8) The reactants are [F:1][C:2]([F:14])([F:13])[O:3][C:4]1[CH:12]=[CH:11][C:7]([C:8]([OH:10])=O)=[CH:6][CH:5]=1.CN(C(ON1N=NC2C=CC=NC1=2)=[N+](C)C)C.F[P-](F)(F)(F)(F)F.CCN(C(C)C)C(C)C.[NH2:48][C:49]([CH3:68])([CH2:52][O:53][C:54]1[CH:55]=[CH:56][C:57]2[CH2:61][O:60][B:59]([OH:62])[C:58]=2[C:63]=1[O:64][CH:65]1[CH2:67][CH2:66]1)[C:50]#[N:51]. The catalyst is CN(C=O)C. The product is [C:50]([C:49]([NH:48][C:8](=[O:10])[C:7]1[CH:6]=[CH:5][C:4]([O:3][C:2]([F:1])([F:14])[F:13])=[CH:12][CH:11]=1)([CH3:68])[CH2:52][O:53][C:54]1[CH:55]=[CH:56][C:57]2[CH2:61][O:60][B:59]([OH:62])[C:58]=2[C:63]=1[O:64][CH:65]1[CH2:66][CH2:67]1)#[N:51]. The yield is 0.153. (9) The catalyst is C(O)C.O. The product is [C:1]([O:5][C:6]([N:8]1[CH2:17][CH2:16][C:15]2[C:10](=[CH:11][C:12](/[C:18](/[C:19]#[N:20])=[CH:25]/[C:26]3[CH:31]=[CH:30][CH:29]=[CH:28][CH:27]=3)=[CH:13][CH:14]=2)[CH2:9]1)=[O:7])([CH3:4])([CH3:3])[CH3:2]. The reactants are [C:1]([O:5][C:6]([N:8]1[CH2:17][CH2:16][C:15]2[C:10](=[CH:11][C:12]([CH2:18][C:19]#[N:20])=[CH:13][CH:14]=2)[CH2:9]1)=[O:7])([CH3:4])([CH3:3])[CH3:2].CC[O-].[Na+].[CH:25](=O)[C:26]1[CH:31]=[CH:30][CH:29]=[CH:28][CH:27]=1. The yield is 0.770.